Dataset: Reaction yield outcomes from USPTO patents with 853,638 reactions. Task: Predict the reaction yield, written as a fraction of the theoretical maximum amount of product (1.0 means a 100% yield; for example, 0.34 means a 34% yield). (1) The reactants are FC(F)(F)C1C=C(NC(=O)NC2C=CC(C3SC(CCC(O)=O)=NC=3)=CC=2)C=CC=1.[F:31][C:32]1[CH:37]=[CH:36][CH:35]=[CH:34][C:33]=1[NH:38][C:39](=[O:64])[NH:40][C:41]1[CH:46]=[CH:45][C:44]([C:47]2[N:48]=[C:49]([CH:52]3[CH2:57][CH2:56][N:55]([CH2:58][C:59]([O:61]CC)=[O:60])[CH2:54][CH2:53]3)[S:50][CH:51]=2)=[CH:43][CH:42]=1. No catalyst specified. The product is [F:31][C:32]1[CH:37]=[CH:36][CH:35]=[CH:34][C:33]=1[NH:38][C:39](=[O:64])[NH:40][C:41]1[CH:42]=[CH:43][C:44]([C:47]2[N:48]=[C:49]([CH:52]3[CH2:53][CH2:54][N:55]([CH2:58][C:59]([OH:61])=[O:60])[CH2:56][CH2:57]3)[S:50][CH:51]=2)=[CH:45][CH:46]=1. The yield is 0.890. (2) The reactants are [CH:1]1[N:2]=[CH:3][N:4]2[CH:9]=[CH:8][C:7]([CH:10]3[CH2:15][CH2:14][N:13]([C:16]([O:18][C:19]([CH3:22])([CH3:21])[CH3:20])=[O:17])[CH2:12][CH2:11]3)=[CH:6][C:5]=12.[Cl:23]N1C(=O)CCC1=O. The catalyst is C(Cl)(Cl)(Cl)Cl.CCOC(C)=O. The product is [Cl:23][C:1]1[N:2]=[CH:3][N:4]2[CH:9]=[CH:8][C:7]([CH:10]3[CH2:15][CH2:14][N:13]([C:16]([O:18][C:19]([CH3:22])([CH3:21])[CH3:20])=[O:17])[CH2:12][CH2:11]3)=[CH:6][C:5]=12.[Cl:23][C:3]1[N:4]2[CH:9]=[CH:8][C:7]([CH:10]3[CH2:15][CH2:14][N:13]([C:16]([O:18][C:19]([CH3:22])([CH3:21])[CH3:20])=[O:17])[CH2:12][CH2:11]3)=[CH:6][C:5]2=[CH:1][N:2]=1. The yield is 0.240. (3) The yield is 0.620. No catalyst specified. The product is [ClH:45].[N:1]1[CH:6]=[CH:5][N:4]=[CH:3][C:2]=1[C:7]([NH2:9])=[O:8]. The reactants are [N:1]1[CH:6]=[CH:5][N:4]=[CH:3][C:2]=1[C:7]([NH:9]C1C2C(=NC=C(C(F)(F)F)C=2N2CCC[C@@H](NC(=O)OC(C)(C)C)C2)NC=1)=[O:8].C(O)(C(F)(F)F)=O.C(Cl)[Cl:45]. (4) The reactants are [C:1]([O:5][C:6](=[O:34])[N:7]([CH2:9][C:10]1[CH:14]=[C:13]([C:15]2[CH:20]=[CH:19][CH:18]=[C:17]([CH:21]=[N:22]O)[C:16]=2[F:24])[N:12]([S:25]([C:28]2[CH:29]=[N:30][CH:31]=[CH:32][CH:33]=2)(=[O:27])=[O:26])[CH:11]=1)[CH3:8])([CH3:4])([CH3:3])[CH3:2].C(N(CC)CC)C.CS(Cl)(=O)=O.O. The catalyst is O1CCCC1. The product is [C:1]([O:5][C:6](=[O:34])[N:7]([CH2:9][C:10]1[CH:14]=[C:13]([C:15]2[CH:20]=[CH:19][CH:18]=[C:17]([C:21]#[N:22])[C:16]=2[F:24])[N:12]([S:25]([C:28]2[CH:29]=[N:30][CH:31]=[CH:32][CH:33]=2)(=[O:26])=[O:27])[CH:11]=1)[CH3:8])([CH3:4])([CH3:2])[CH3:3]. The yield is 0.730. (5) The reactants are [F:1][C:2]1[CH:7]=[CH:6][C:5]([C:8]2[O:9][C:10]3[CH:20]=[CH:19][C:18]([C:21]4[CH:22]=[C:23]([CH:27]=[CH:28][C:29]=4[O:30][CH3:31])[C:24]([OH:26])=O)=[CH:17][C:11]=3[C:12]=2[C:13](=[O:16])[NH:14][CH3:15])=[CH:4][CH:3]=1.[CH3:32][CH:33]([CH3:36])[CH2:34][NH2:35].C(N(C(C)C)C(C)C)C.CN(C(ON1N=NC2C=CC=NC1=2)=[N+](C)C)C.F[P-](F)(F)(F)(F)F. The catalyst is C(OCC)(=O)C.CN(C=O)C. The product is [F:1][C:2]1[CH:7]=[CH:6][C:5]([C:8]2[O:9][C:10]3[CH:20]=[CH:19][C:18]([C:21]4[CH:22]=[C:23]([C:24](=[O:26])[NH:35][CH2:34][CH:33]([CH3:36])[CH3:32])[CH:27]=[CH:28][C:29]=4[O:30][CH3:31])=[CH:17][C:11]=3[C:12]=2[C:13]([NH:14][CH3:15])=[O:16])=[CH:4][CH:3]=1. The yield is 0.600. (6) The reactants are [I:1][C:2]1[C:6]([CH:7]=O)=[CH:5][N:4]([CH:9]2[CH2:14][CH2:13][CH2:12][CH2:11][O:10]2)[N:3]=1.[CH3:15][N:16]([CH2:24][CH2:25][NH:26][CH3:27])[C:17](=[O:23])[O:18][C:19]([CH3:22])([CH3:21])[CH3:20].[BH-](OC(C)=O)(OC(C)=O)OC(C)=O.[Na+]. The catalyst is ClC(Cl)C.ClCCl. The product is [I:1][C:2]1[C:6]([CH2:7][N:26]([CH3:27])[CH2:25][CH2:24][N:16]([CH3:15])[C:17](=[O:23])[O:18][C:19]([CH3:20])([CH3:21])[CH3:22])=[CH:5][N:4]([CH:9]2[CH2:14][CH2:13][CH2:12][CH2:11][O:10]2)[N:3]=1. The yield is 0.920.